This data is from Forward reaction prediction with 1.9M reactions from USPTO patents (1976-2016). The task is: Predict the product of the given reaction. (1) Given the reactants [CH3:1][CH:2]([CH2:7][CH2:8][CH3:9])[CH:3]([OH:6])[C:4]#[CH:5].N1C=CN=C1.[Si:15](Cl)([C:18]([CH3:21])([CH3:20])[CH3:19])([CH3:17])[CH3:16].[NH4+].[Cl-], predict the reaction product. The product is: [C:18]([Si:15]([CH3:17])([CH3:16])[O:6][CH:3]([CH:2]([CH3:1])[CH2:7][CH2:8][CH3:9])[C:4]#[CH:5])([CH3:21])([CH3:20])[CH3:19]. (2) Given the reactants C1(SC)C=CC=CC=1.C([O:16][C:17]1[CH:18]=[C:19]([CH:34]=[CH:35][CH:36]=1)[CH2:20][NH:21][C:22]([C:24]1[CH:25]=[C:26]2[C:31](=[CH:32][CH:33]=1)[N:30]=[CH:29][CH:28]=[CH:27]2)=[O:23])C1C=CC=CC=1.FC(F)(F)C(O)=O, predict the reaction product. The product is: [OH:16][C:17]1[CH:18]=[C:19]([CH:34]=[CH:35][CH:36]=1)[CH2:20][NH:21][C:22]([C:24]1[CH:25]=[C:26]2[C:31](=[CH:32][CH:33]=1)[N:30]=[CH:29][CH:28]=[CH:27]2)=[O:23]. (3) Given the reactants Cl[C:2]1[C:3]([O:25]C)=[CH:4][C:5]([O:23]C)=[C:6]([N:8]2[C:12]([C:13]3[CH:18]=[CH:17][C:16]([F:19])=[CH:15][CH:14]=3)=[C:11]([C:20]([OH:22])=[O:21])[N:10]=[N:9]2)[CH:7]=1.C(O)(=O)C.C(OC(=O)C)(=O)C.O, predict the reaction product. The product is: [OH:23][C:5]1[CH:4]=[C:3]([OH:25])[CH:2]=[CH:7][C:6]=1[N:8]1[C:12]([C:13]2[CH:14]=[CH:15][C:16]([F:19])=[CH:17][CH:18]=2)=[C:11]([C:20]([OH:22])=[O:21])[N:10]=[N:9]1. (4) Given the reactants [Cl:1][C:2]1[N:11]=[C:10](Cl)[C:9]2[C:4](=[CH:5][CH:6]=[CH:7][CH:8]=2)[N:3]=1.[CH3:13][O:14][C:15]1[CH:16]=[C:17]2[C:21](=[CH:22][CH:23]=1)[NH:20][CH:19]=[CH:18]2, predict the reaction product. The product is: [Cl:1][C:2]1[N:11]=[C:10]([N:20]2[C:21]3[C:17](=[CH:16][C:15]([O:14][CH3:13])=[CH:23][CH:22]=3)[CH:18]=[CH:19]2)[C:9]2[C:4](=[CH:5][CH:6]=[CH:7][CH:8]=2)[N:3]=1. (5) Given the reactants C1C=CC2N(O)[N:8]=[N:7]C=2C=1.CCN=C=NCCCN(C)C.[Cl:22][C:23]1[CH:24]=[C:25]([CH:29]=[C:30]([O:32][CH3:33])[N:31]=1)[C:26](O)=[O:27].O.NN.C1CCCCC=1, predict the reaction product. The product is: [Cl:22][C:23]1[CH:24]=[C:25]([CH:29]=[C:30]([O:32][CH3:33])[N:31]=1)[C:26]([NH:7][NH2:8])=[O:27].